From a dataset of Reaction yield outcomes from USPTO patents with 853,638 reactions. Predict the reaction yield, written as a fraction of the theoretical maximum amount of product (1.0 means a 100% yield; for example, 0.34 means a 34% yield). (1) The reactants are Cl.[F:2][C:3]1([C:16]2[CH:21]=[CH:20][CH:19]=[CH:18][CH:17]=2)[CH2:8][CH2:7][N:6](C(OC(C)(C)C)=O)[CH2:5][CH2:4]1. The catalyst is O1CCOCC1. The product is [F:2][C:3]1([C:16]2[CH:21]=[CH:20][CH:19]=[CH:18][CH:17]=2)[CH2:8][CH2:7][NH:6][CH2:5][CH2:4]1. The yield is 0.870. (2) The reactants are F[C:2]1C=C(C2C(=C=O)C(OC)C(=O)NN=2)C=CC=1C.[C:20]([C:23]1[C:24](=[O:35])[NH:25][N:26]=[C:27]([C:29]2[CH:34]=[CH:33][CH:32]=[CH:31][CH:30]=2)[CH:28]=1)([OH:22])=[O:21]. No catalyst specified. The product is [CH3:2][O:21][C:20]([C:23]1[C:24](=[O:35])[NH:25][N:26]=[C:27]([C:29]2[CH:34]=[CH:33][CH:32]=[CH:31][CH:30]=2)[CH:28]=1)=[O:22]. The yield is 0.989. (3) The reactants are [OH-:1].[K+].[C:3]([NH:6][C:7]1[C:8]([I:33])=[C:9]([C:24]([N:26]([CH2:28][CH:29]([OH:32])[CH2:30][OH:31])[CH3:27])=[O:25])[C:10]([I:23])=[C:11]([C:21]=1[I:22])[C:12]([N:14]([CH2:16][CH:17]([OH:20])[CH2:18][OH:19])[CH3:15])=[O:13])(=[O:5])[CH3:4].B(O)(O)O.[O:38]1[CH2:40][CH:39]1[CH2:41][O:42][CH2:43][CH2:44][O:45][CH2:46][CH:47]1[CH2:49][O:48]1.Cl. The catalyst is C(#N)C.O.O.CO. The product is [OH:38][CH:39]([CH2:41][O:42][CH2:43][CH2:44][O:45][CH2:46][CH:47]([OH:48])[CH2:49][N:6]([C:7]1[C:21]([I:22])=[C:11]([C:12]([N:14]([CH3:15])[CH2:16][CH:17]([OH:20])[CH2:18][OH:19])=[O:13])[C:10]([I:23])=[C:9]([C:8]=1[I:33])[C:24]([N:26]([CH3:27])[CH2:28][CH:29]([OH:32])[CH2:30][OH:31])=[O:25])[C:3](=[O:1])[CH3:4])[CH2:40][N:6]([C:7]1[C:21]([I:22])=[C:11]([C:12]([N:14]([CH2:16][CH:17]([OH:20])[CH2:18][OH:19])[CH3:15])=[O:13])[C:10]([I:23])=[C:9]([C:8]=1[I:33])[C:24]([N:26]([CH2:28][CH:29]([OH:32])[CH2:30][OH:31])[CH3:27])=[O:25])[C:3](=[O:5])[CH3:4]. The yield is 0.0500. (4) The reactants are [CH:1]1([CH2:6][CH:7]([C:11]2[CH:16]=[CH:15][C:14]([S:17]([CH3:20])(=[O:19])=[O:18])=[C:13]([N+:21]([O-:23])=[O:22])[CH:12]=2)[C:8](O)=[O:9])[CH2:5][CH2:4][CH2:3][CH2:2]1.C(N(CC)CC)C.F[P-](F)(F)(F)(F)F.N1(O[P+](N(C)C)(N(C)C)N(C)C)C2C=CC=CC=2N=N1.[NH2:58][C:59]1[O:60][C:61]2[CH:67]=[CH:66][CH:65]=[CH:64][C:62]=2[N:63]=1.Cl. The catalyst is CN(C)C=O.O.C(OCC)(=O)C. The product is [O:60]1[C:61]2[CH:67]=[CH:66][CH:65]=[CH:64][C:62]=2[N:63]=[C:59]1[NH:58][C:8](=[O:9])[CH:7]([C:11]1[CH:16]=[CH:15][C:14]([S:17]([CH3:20])(=[O:18])=[O:19])=[C:13]([N+:21]([O-:23])=[O:22])[CH:12]=1)[CH2:6][CH:1]1[CH2:5][CH2:4][CH2:3][CH2:2]1. The yield is 0.195.